From a dataset of Experimentally validated miRNA-target interactions with 360,000+ pairs, plus equal number of negative samples. Binary Classification. Given a miRNA mature sequence and a target amino acid sequence, predict their likelihood of interaction. (1) The miRNA is mmu-miR-374c-5p with sequence AUAAUACAACCUGCUAAGUG. Result: 0 (no interaction). The protein sequence of the target gene is MVKIVTVKTQAYQDQKPGTSGLRKRVKVFQSSANYAENFIQSIISTVEPAQRQEATLVVGGDGRFYMKEAIQLIARIAAANGIGRLVIGQNGILSTPAVSCIIRKIKAIGGIILTASHNPGGPNGDFGIKFNISNGGPAPEAITDKIFQISKTIEEYAVCPDLKVDLGVLGKQQFDLENKFKPFTVEIVDSVEAYATMLRSIFDFSALKELLSGPNRLKIRIDAMHGVVGPYVKKILCEELGAPANSAVNCVPLEDFGGHHPDPNLTYAADLVETMKSGEHDFGAAFDGDGDRNMILGKH.... (2) The miRNA is hsa-miR-450a-1-3p with sequence AUUGGGAACAUUUUGCAUGUAU. The protein sequence of the target gene is MLLFVLTCLLAVFPAISTKSPIFGPEEVNSVEGNSVSITCYYPPTSVNRHTRKYWCRQGARGGCITLISSEGYVSSKYAGRANLTNFPENGTFVVNIAQLSQDDSGRYKCGLGINSRGLSFDVSLEVSQGPGLLNDTKVYTVDLGRTVTINCPFKTENAQKRKSLYKQIGLYPVLVIDSSGYVNPNYTGRIRLDIQGTGQLLFSVVINQLRLSDAGQYLCQAGDDSNSNKKNADLQVLKPEPELVYEDLRGSVTFHCALGPEVANVAKFLCRQSSGENCDVVVNTLGKRAPAFEGRILLN.... Result: 1 (interaction).